Dataset: Forward reaction prediction with 1.9M reactions from USPTO patents (1976-2016). Task: Predict the product of the given reaction. (1) Given the reactants O[C@H]1CCCC[C@@H]1[N:8]1[CH2:16][C:15]2[C:14]3[CH:17]=[CH:18][CH:19]=[CH:20][C:13]=3[C:12]([CH2:21][C:22]3[CH:23]=[N:24][C:25](SC)=[CH:26][CH:27]=3)=[CH:11][C:10]=2[C:9]1=[O:30].N[C@H]1CCCC[C@@H:33]1[OH:38].ClCC1C=CC(SC)=NC=1, predict the reaction product. The product is: [CH3:33][O:38][C:25]1[N:24]=[CH:23][C:22]([CH2:21][C:12]2[C:13]3[CH:20]=[CH:19][CH:18]=[CH:17][C:14]=3[C:15]3[CH2:16][NH:8][C:9](=[O:30])[C:10]=3[CH:11]=2)=[CH:27][CH:26]=1. (2) Given the reactants [CH2:1]([N:8]([CH2:23][CH2:24]O)[C:9](=[O:22])[C@H:10]([NH:14][C:15](=[O:21])[O:16][C:17]([CH3:20])([CH3:19])[CH3:18])[CH:11]([CH3:13])[CH3:12])[C:2]1[CH:7]=[CH:6][CH:5]=[CH:4][CH:3]=1.CCN(CC)CC.CS([Cl:37])(=O)=O, predict the reaction product. The product is: [CH2:1]([N:8]([CH2:23][CH2:24][Cl:37])[C:9](=[O:22])[C@H:10]([NH:14][C:15](=[O:21])[O:16][C:17]([CH3:20])([CH3:19])[CH3:18])[CH:11]([CH3:13])[CH3:12])[C:2]1[CH:7]=[CH:6][CH:5]=[CH:4][CH:3]=1. (3) Given the reactants [N:1]1[CH:6]=[CH:5][CH:4]=[CH:3][C:2]=1[NH2:7].[CH3:8][O:9][C:10]1[N:15]=[C:14]([C:16](OC)=[O:17])[CH:13]=[CH:12][CH:11]=1, predict the reaction product. The product is: [CH3:8][O:9][C:10]1[N:15]=[C:14]([C:16]([NH:7][C:2]2[CH:3]=[CH:4][CH:5]=[CH:6][N:1]=2)=[O:17])[CH:13]=[CH:12][CH:11]=1.